From a dataset of Reaction yield outcomes from USPTO patents with 853,638 reactions. Predict the reaction yield, written as a fraction of the theoretical maximum amount of product (1.0 means a 100% yield; for example, 0.34 means a 34% yield). (1) The reactants are [CH3:1][O:2][C:3]1[CH:9]=[CH:8][C:7]([C:10]([F:13])([F:12])[F:11])=[CH:6][C:4]=1[NH2:5].C1N=CN([C:19](N2C=NC=C2)=[O:20])C=1.[CH3:26][NH:27][C:28]([C:30]1[CH:35]=[C:34]([O:36][C:37]2[CH:43]=[CH:42][C:40]([NH2:41])=[CH:39][CH:38]=2)[CH:33]=[CH:32][N:31]=1)=[O:29].O. The catalyst is C(Cl)Cl. The product is [CH3:1][O:2][C:3]1[CH:9]=[CH:8][C:7]([C:10]([F:11])([F:12])[F:13])=[CH:6][C:4]=1[NH:5][C:19]([NH:41][C:40]1[CH:42]=[CH:43][C:37]([O:36][C:34]2[CH:33]=[CH:32][N:31]=[C:30]([C:28](=[O:29])[NH:27][CH3:26])[CH:35]=2)=[CH:38][CH:39]=1)=[O:20]. The yield is 0.300. (2) The reactants are [CH:1]1([N:7]2[C:12]([OH:13])=[C:11]([C:14]([NH:16][CH2:17][C:18]([O:20]CC)=[O:19])=[O:15])[C:10](=[O:23])[NH:9][C:8]2=[O:24])[CH2:6][CH2:5][CH2:4][CH2:3][CH2:2]1.C(=O)([O-])[O-].[K+].[K+].[Br:31][C:32]1[CH:39]=[CH:38][C:37]([F:40])=[CH:36][C:33]=1[CH2:34]Br.Cl. The catalyst is CC(N(C)C)=O. The product is [Br:31][C:32]1[CH:39]=[CH:38][C:37]([F:40])=[CH:36][C:33]=1[CH2:34][N:9]1[C:10](=[O:23])[C:11]([C:14]([NH:16][CH2:17][C:18]([OH:20])=[O:19])=[O:15])=[C:12]([OH:13])[N:7]([CH:1]2[CH2:2][CH2:3][CH2:4][CH2:5][CH2:6]2)[C:8]1=[O:24]. The yield is 0.310. (3) The reactants are [C:1]1(=O)[CH2:4][CH2:3][CH2:2]1.C(O)(=O)C.[N:10]1([C:16]([O:18][C:19]([CH3:22])([CH3:21])[CH3:20])=[O:17])[CH2:15][CH2:14][NH:13][CH2:12][CH2:11]1.C([BH3-])#N.[Na+]. The catalyst is C1COCC1.O. The product is [CH:1]1([N:13]2[CH2:12][CH2:11][N:10]([C:16]([O:18][C:19]([CH3:22])([CH3:21])[CH3:20])=[O:17])[CH2:15][CH2:14]2)[CH2:4][CH2:3][CH2:2]1. The yield is 0.505. (4) The reactants are [Cl:1][C:2]1[N:10]([CH2:11][CH:12]=[CH2:13])[C:9]2[C:8](=[O:14])[NH:7][C:6](=[O:15])[NH:5][C:4]=2[N:3]=1.C(=O)(O)[O-].[Na+].Br[CH2:22][CH2:23][CH2:24][CH2:25][F:26]. The catalyst is CS(C)=O.CO. The product is [Cl:1][C:2]1[N:10]([CH2:11][CH:12]=[CH2:13])[C:9]2[C:8](=[O:14])[NH:7][C:6](=[O:15])[N:5]([CH2:22][CH2:23][CH2:24][CH2:25][F:26])[C:4]=2[N:3]=1. The yield is 0.600. (5) The reactants are C(OC(CCCCC(O[C:18]1[C:27](=[O:28])[C:26]2[C:21](=[CH:22][CH:23]=[CH:24][CH:25]=2)[O:20][C:19]=1[C:29]1[CH:34]=[CH:33][C:32](OC(CCCCC(OCC2C=CC=CC=2)=O)=O)=[CH:31][CH:30]=1)=O)=O)C1C=CC=CC=1.[H][H].C1COCC1. The catalyst is CCOC(C)=O.[OH-].[OH-].[Pd+2]. The product is [O:20]1[C:21]2[C:26](=[CH:25][CH:24]=[CH:23][CH:22]=2)[C:27](=[O:28])[CH:18]=[C:19]1[C:29]1[CH:34]=[CH:33][CH:32]=[CH:31][CH:30]=1. The yield is 0.500. (6) The reactants are I[C:2]1[CH:3]=[CH:4][C:5]2[N:6]([CH:8]=[C:9]([NH:11][C:12]([CH:14]3[CH2:16][CH2:15]3)=[O:13])[N:10]=2)[N:7]=1.[NH2:17][C:18]1[CH:19]=[CH:20][C:21]([Cl:25])=[C:22]([OH:24])[CH:23]=1.C(=O)([O-])[O-].[K+].[K+]. The catalyst is CN(C)C=O. The product is [NH2:17][C:18]1[CH:19]=[CH:20][C:21]([Cl:25])=[C:22]([CH:23]=1)[O:24][C:2]1[CH:3]=[CH:4][C:5]2[N:6]([CH:8]=[C:9]([NH:11][C:12]([CH:14]3[CH2:16][CH2:15]3)=[O:13])[N:10]=2)[N:7]=1. The yield is 0.270. (7) The reactants are Cl[C:2]1[N:9]=[C:8]([C:10]2OC=[CH:13][CH:14]=2)[C:7]([C:15]2[CH:20]=[CH:19][N:18]=[CH:17][N:16]=2)=[CH:6][C:3]=1[C:4]#[N:5].O.[NH2:22][NH2:23].[C:24](=[O:27])([O-])O.[Na+]. The product is [O:27]1[CH:24]=[CH:13][CH:14]=[C:10]1[C:8]1[N:9]=[C:2]2[NH:22][N:23]=[C:4]([NH2:5])[C:3]2=[CH:6][C:7]=1[C:15]1[CH:20]=[CH:19][N:18]=[CH:17][N:16]=1. The catalyst is C(O)C. The yield is 0.710. (8) The reactants are [F:1][C:2]1[CH:7]=[CH:6][C:5]([CH:8]2[CH2:13][CH2:12][N:11]([C:14]([C:16]3[CH:17]=[N:18][C:19]([Cl:24])=[C:20]([Cl:23])[C:21]=3Cl)=[O:15])[CH2:10][CH2:9]2)=[CH:4][CH:3]=1.[NH2:25][C:26]1[C:27]([CH3:32])=[CH:28][CH:29]=[CH:30][CH:31]=1. No catalyst specified. The product is [Cl:23][C:20]1[C:21]([NH:25][C:26]2[CH:31]=[CH:30][CH:29]=[CH:28][C:27]=2[CH3:32])=[C:16]([C:14]([N:11]2[CH2:12][CH2:13][CH:8]([C:5]3[CH:6]=[CH:7][C:2]([F:1])=[CH:3][CH:4]=3)[CH2:9][CH2:10]2)=[O:15])[CH:17]=[N:18][C:19]=1[Cl:24]. The yield is 0.910.